Task: Predict which catalyst facilitates the given reaction.. Dataset: Catalyst prediction with 721,799 reactions and 888 catalyst types from USPTO (1) Reactant: [CH3:1][NH:2][CH3:3].C1COCC1.[Cl:9][CH2:10][C:11]([NH:13][CH2:14][C:15]1[CH:23]=[CH:22][CH:21]=[C:20]2[C:16]=1[CH2:17][N:18]([CH:25]1[CH2:30][CH2:29][C:28](=[O:31])[NH:27][C:26]1=[O:32])[C:19]2=[O:24])=[O:12]. Product: [ClH:9].[CH3:1][N:2]([CH3:3])[CH2:10][C:11]([NH:13][CH2:14][C:15]1[CH:23]=[CH:22][CH:21]=[C:20]2[C:16]=1[CH2:17][N:18]([CH:25]1[CH2:30][CH2:29][C:28](=[O:31])[NH:27][C:26]1=[O:32])[C:19]2=[O:24])=[O:12]. The catalyst class is: 3. (2) Reactant: P(Cl)(Cl)(Cl)(Cl)[Cl:2].[CH3:7][O:8][C:9]1[CH:10]=[C:11]([P:19](=[O:36])(OCC2C=CC=CC=2)[O:20][CH2:21][C:22]2[CH:27]=[CH:26][CH:25]=[CH:24][CH:23]=2)[CH:12]=[C:13]([O:17][CH3:18])[C:14]=1[O:15][CH3:16]. The catalyst class is: 22. Product: [CH3:7][O:8][C:9]1[CH:10]=[C:11]([P:19]([Cl:2])(=[O:36])[O:20][CH2:21][C:22]2[CH:27]=[CH:26][CH:25]=[CH:24][CH:23]=2)[CH:12]=[C:13]([O:17][CH3:18])[C:14]=1[O:15][CH3:16].